From a dataset of Catalyst prediction with 721,799 reactions and 888 catalyst types from USPTO. Predict which catalyst facilitates the given reaction. (1) Reactant: [Br:1][C:2]1[CH:3]=[C:4]2[C:9]([NH:10][C@H:11]3[C@@H:15]([CH2:16][F:17])[CH2:14][N:13](C(OCC4C=CC=CC=4)=O)[CH2:12]3)=[C:8]([C:28](=[O:30])[NH2:29])[CH:7]=[N:6][N:5]2[CH:31]=1.[Si](I)(C)(C)C. Product: [Br:1][C:2]1[CH:3]=[C:4]2[C:9]([NH:10][C@H:11]3[C@@H:15]([CH2:16][F:17])[CH2:14][NH:13][CH2:12]3)=[C:8]([C:28]([NH2:29])=[O:30])[CH:7]=[N:6][N:5]2[CH:31]=1. The catalyst class is: 10. (2) Reactant: [C:1]1([CH:7]([CH:14]2[CH2:19][CH2:18][N:17]([S:20]([CH3:23])(=[O:22])=[O:21])[CH2:16][CH2:15]2)[CH2:8][C:9](OCC)=[O:10])[CH:6]=[CH:5][CH:4]=[CH:3][CH:2]=1.[H-].[Al+3].[Li+].[H-].[H-].[H-].O.S([O-])([O-])(=O)=O.[Mg+2]. Product: [C:1]1([CH:7]([CH:14]2[CH2:19][CH2:18][N:17]([S:20]([CH3:23])(=[O:22])=[O:21])[CH2:16][CH2:15]2)[CH2:8][CH2:9][OH:10])[CH:6]=[CH:5][CH:4]=[CH:3][CH:2]=1. The catalyst class is: 1. (3) Reactant: [OH:1][CH2:2][CH2:3][CH2:4][CH2:5][CH2:6][CH2:7][O:8][C:9]1[CH:18]=[CH:17][C:12]([C:13]([O:15][CH3:16])=[O:14])=[CH:11][CH:10]=1.[C:19](Cl)(=[O:22])[CH:20]=[CH2:21]. Product: [C:19]([O:1][CH2:2][CH2:3][CH2:4][CH2:5][CH2:6][CH2:7][O:8][C:9]1[CH:10]=[CH:11][C:12]([C:13]([O:15][CH3:16])=[O:14])=[CH:17][CH:18]=1)(=[O:22])[CH:20]=[CH2:21]. The catalyst class is: 44. (4) Reactant: Cl.[N:2]1[C:8]2=[CH:9][CH2:10][S:11][C:7]2=[CH:6][CH:5]=[CH:4][N:3]=1.N1C(C)=CC(C)=CC=1C.NC(N)=[O:23]. Product: [O:23]=[C:6]1[C:7]2[S:11][CH:10]=[CH:9][C:8]=2[N:2]=[N:3][CH:4]=[CH:5]1. The catalyst class is: 168. (5) The catalyst class is: 5. Product: [CH2:3]([N:8]1[C:16]2[C:11](=[CH:12][CH:13]=[CH:14][CH:15]=2)[C:10]([C:17]([OH:19])=[O:18])=[N:9]1)[CH2:4][CH2:5][CH2:6][CH3:7]. Reactant: [OH-].[Na+].[CH2:3]([N:8]1[C:16]2[C:11](=[CH:12][CH:13]=[CH:14][CH:15]=2)[C:10]([C:17]([O:19]C)=[O:18])=[N:9]1)[CH2:4][CH2:5][CH2:6][CH3:7]. (6) Reactant: [CH3:1][O:2][C:3]([CH:6]1[CH2:11][CH2:10][N:9](C(OCC2C=CC=CC=2)=O)[CH2:8][CH2:7]1)([CH3:5])[CH3:4].O. Product: [CH3:1][O:2][C:3]([CH:6]1[CH2:11][CH2:10][NH:9][CH2:8][CH2:7]1)([CH3:5])[CH3:4]. The catalyst class is: 43. (7) Reactant: [F:1][C:2]1[CH:7]=[CH:6][C:5]([C:8]2[C:9]3[N:16]=[CH:15][N:14]([CH:17]([CH3:19])[CH3:18])[C:10]=3[N:11]=[N:12][CH:13]=2)=[CH:4][CH:3]=1.[Br:20]N1C(C)(C)C(=O)N(Br)C1=O.S([O-])([O-])(=O)=S.[Na+].[Na+].C(=O)([O-])[O-].[K+].[K+]. Product: [Br:20][C:3]1[CH:4]=[C:5]([C:8]2[C:9]3[N:16]=[CH:15][N:14]([CH:17]([CH3:19])[CH3:18])[C:10]=3[N:11]=[N:12][CH:13]=2)[CH:6]=[CH:7][C:2]=1[F:1]. The catalyst class is: 65. (8) Reactant: [CH2:1]([O:3][C:4](=[O:33])[C:5]([CH3:32])([CH3:31])[CH2:6][C:7]1[N:8]([CH2:23][C:24]2[CH:29]=[CH:28][C:27]([Br:30])=[CH:26][CH:25]=2)[C:9]2[C:14]([C:15]=1[S:16][C:17]([CH3:20])([CH3:19])[CH3:18])=[CH:13][C:12]([O:21]C)=[CH:11][CH:10]=2)[CH3:2].CC(S)(C)C.[Cl-].[Al+3].[Cl-].[Cl-]. Product: [CH2:1]([O:3][C:4](=[O:33])[C:5]([CH3:32])([CH3:31])[CH2:6][C:7]1[N:8]([CH2:23][C:24]2[CH:25]=[CH:26][C:27]([Br:30])=[CH:28][CH:29]=2)[C:9]2[C:14]([C:15]=1[S:16][C:17]([CH3:20])([CH3:19])[CH3:18])=[CH:13][C:12]([OH:21])=[CH:11][CH:10]=2)[CH3:2]. The catalyst class is: 2. (9) Reactant: Cl.[F:2][C:3]1[CH:8]=[C:7]([F:9])[CH:6]=[CH:5][C:4]=1[N:10]1[C:14]([N:15]2[N:24]=[C:23]3[C:17]([CH2:18][CH2:19][O:20][C:21]4[CH:28]=[CH:27][C:26]([CH:29]5[CH2:34][CH2:33][NH:32][CH2:31][CH2:30]5)=[CH:25][C:22]=43)=[CH:16]2)=[N:13][CH:12]=[N:11]1.Cl([O-])(=O)(=O)=O.[Li+].CCN(C(C)C)C(C)C.[CH3:50][C:51]1([CH3:54])[CH2:53][O:52]1. Product: [F:2][C:3]1[CH:8]=[C:7]([F:9])[CH:6]=[CH:5][C:4]=1[N:10]1[C:14]([N:15]2[N:24]=[C:23]3[C:17]([CH2:18][CH2:19][O:20][C:21]4[CH:28]=[CH:27][C:26]([CH:29]5[CH2:34][CH2:33][N:32]([CH2:50][C:51]([CH3:54])([OH:52])[CH3:53])[CH2:31][CH2:30]5)=[CH:25][C:22]=43)=[CH:16]2)=[N:13][CH:12]=[N:11]1. The catalyst class is: 20.